Binary Classification. Given a drug SMILES string, predict its activity (active/inactive) in a high-throughput screening assay against a specified biological target. From a dataset of M1 muscarinic receptor agonist screen with 61,833 compounds. The compound is [nH]1c(nc2c1cccc2)c1cc(N)ccc1. The result is 0 (inactive).